Predict the reaction yield, written as a fraction of the theoretical maximum amount of product (1.0 means a 100% yield; for example, 0.34 means a 34% yield). From a dataset of Reaction yield outcomes from USPTO patents with 853,638 reactions. (1) The reactants are [C:1]([N:5]1[CH2:10][CH:9]2[C:7]([C:11]3[CH:16]=[CH:15][C:14]([Cl:17])=[C:13]([Cl:18])[CH:12]=3)([CH2:8]2)[C:6]1=O)([CH3:4])([CH3:3])[CH3:2].B.C(N1CC2C(C3C=CC(Cl)=C(Cl)C=3)(C2)C1)(C)(C)C.[C:39]([OH:46])(=[O:45])/[CH:40]=[CH:41]\[C:42]([OH:44])=[O:43]. The catalyst is C1COCC1.CO.C(OCC)(=O)C. The product is [C:39]([OH:46])(=[O:45])/[CH:40]=[CH:41]\[C:42]([OH:44])=[O:43].[Cl:18][C:13]1[CH:12]=[C:11]([C:7]23[CH2:8][CH:9]2[CH2:10][N:5]([C:1]([CH3:4])([CH3:3])[CH3:2])[CH2:6]3)[CH:16]=[CH:15][C:14]=1[Cl:17]. The yield is 0.0500. (2) The reactants are [F:1][C:2]1[C:11]2[CH2:10][N:9]([C@H:12]([CH:16]([CH3:18])[CH3:17])[C:13]([OH:15])=O)[C:8](=[O:19])[C:7]3=[CH:20][NH:21][C:5]([C:6]=23)=[N:4][CH:3]=1.[C:22]([C:24]1([CH3:28])[CH2:27][NH:26][CH2:25]1)#[N:23].C1C=CC2N(O)N=NC=2C=1.C(Cl)CCl. The catalyst is CN(C)C1C=CN=CC=1.CN(C=O)C. The product is [F:1][C:2]1[C:11]2[CH2:10][N:9]([C@H:12]([CH:16]([CH3:17])[CH3:18])[C:13]([N:26]3[CH2:27][C:24]([CH3:28])([C:22]#[N:23])[CH2:25]3)=[O:15])[C:8](=[O:19])[C:7]3=[CH:20][NH:21][C:5]([C:6]=23)=[N:4][CH:3]=1. The yield is 0.473.